Task: Predict the reactants needed to synthesize the given product.. Dataset: Full USPTO retrosynthesis dataset with 1.9M reactions from patents (1976-2016) (1) Given the product [CH2:30]([C:31]1[C:10]2[C:9](=[O:19])[N:8]([C:4]3[CH:5]=[CH:6][CH:7]=[C:2]([F:1])[CH:3]=3)[C:17]3[N:16]=[CH:15][CH:14]=[CH:13][C:12]=3[C:11]=2[NH:36][N:35]=1)[C:24]1[CH:29]=[CH:28][CH:27]=[CH:26][CH:25]=1, predict the reactants needed to synthesize it. The reactants are: [F:1][C:2]1[CH:3]=[C:4]([N:8]2[C:17]3[C:12](=[CH:13][CH:14]=[CH:15][N:16]=3)[C:11](O)=[CH:10][C:9]2=[O:19])[CH:5]=[CH:6][CH:7]=1.[H-].[Na+].[H][H].[C:24]1([CH2:30][C:31](Cl)=O)[CH:29]=[CH:28][CH:27]=[CH:26][CH:25]=1.O.[NH2:35][NH2:36]. (2) Given the product [Cl:1][C:2]1[C:3]([O:12][C:13]2[CH:18]=[C:17]([O:19][CH2:20][CH2:21][O:22][CH3:23])[CH:16]=[CH:15][C:14]=2[CH2:24][CH:25]([CH3:29])[C:26]([NH:49][S:46]([CH2:41][CH2:42][CH2:43][CH2:44][CH3:45])(=[O:48])=[O:47])=[O:27])=[N:4][CH:5]=[C:6]([C:8]([F:10])([F:11])[F:9])[CH:7]=1, predict the reactants needed to synthesize it. The reactants are: [Cl:1][C:2]1[C:3]([O:12][C:13]2[CH:18]=[C:17]([O:19][CH2:20][CH2:21][O:22][CH3:23])[CH:16]=[CH:15][C:14]=2[CH2:24][CH:25]([CH3:29])[C:26](O)=[O:27])=[N:4][CH:5]=[C:6]([C:8]([F:11])([F:10])[F:9])[CH:7]=1.C(N=C=NCCCN(C)C)C.[CH2:41]([S:46]([NH2:49])(=[O:48])=[O:47])[CH2:42][CH2:43][CH2:44][CH3:45].Cl. (3) Given the product [C:6]1([S:12][C:20]2[CH:27]=[CH:26][C:23]([CH:24]=[O:25])=[CH:22][CH:21]=2)[CH:11]=[CH:10][CH:9]=[CH:8][CH:7]=1, predict the reactants needed to synthesize it. The reactants are: CN(C)C=O.[C:6]1([SH:12])[CH:11]=[CH:10][CH:9]=[CH:8][CH:7]=1.C([O-])([O-])=O.[Na+].[Na+].Cl[C:20]1[CH:27]=[CH:26][C:23]([CH:24]=[O:25])=[CH:22][CH:21]=1. (4) Given the product [C:2]([CH:3]1[CH2:4][C:5]2[C:6](=[CH:7][CH:8]=[CH:9][CH:10]=2)[N:11]1[C:12]([O:13][CH2:14][C:15]1[CH:16]=[CH:17][CH:18]=[CH:19][CH:20]=1)=[O:21])(=[O:1])[C:22]1[CH:27]=[CH:26][CH:25]=[CH:24][CH:23]=1, predict the reactants needed to synthesize it. The reactants are: [O:1]=[C:2]([C:22]1[CH:27]=[CH:26][CH:25]=[CH:24][CH:23]=1)[CH2:3][CH2:4][C:5]1[CH:10]=[CH:9][CH:8]=[CH:7][C:6]=1[NH:11][C:12](=[O:21])[O:13][CH2:14][C:15]1[CH:20]=[CH:19][CH:18]=[CH:17][CH:16]=1.CCCCCCCCCC.C(OO)(C)(C)C.NC1C=CC=CC=1. (5) Given the product [C:15]1([CH:14]([C:21]2[CH:26]=[CH:25][CH:24]=[CH:23][CH:22]=2)[CH2:13][NH:12][C:10]2[C:9]3[C:4](=[CH:5][CH:6]=[CH:7][CH:8]=3)[N:3]=[C:2]([N:28]3[CH2:29][C:30]4[C:35](=[CH:34][CH:33]=[CH:32][CH:31]=4)[CH2:27]3)[N:11]=2)[CH:20]=[CH:19][CH:18]=[CH:17][CH:16]=1, predict the reactants needed to synthesize it. The reactants are: Cl[C:2]1[N:11]=[C:10]([NH:12][CH2:13][CH:14]([C:21]2[CH:26]=[CH:25][CH:24]=[CH:23][CH:22]=2)[C:15]2[CH:20]=[CH:19][CH:18]=[CH:17][CH:16]=2)[C:9]2[C:4](=[CH:5][CH:6]=[CH:7][CH:8]=2)[N:3]=1.[CH2:27]1[C:35]2[C:30](=[CH:31][CH:32]=[CH:33][CH:34]=2)[CH2:29][NH:28]1. (6) Given the product [CH3:1][O:2][C:3]1[CH:39]=[N:38][C:6]2[N:7]([C:20]([NH:22][CH:23]([C:27]3[CH:32]=[CH:31][C:30]([O:33][C:34]([F:37])([F:35])[F:36])=[CH:29][CH:28]=3)[CH2:24][O:25][CH3:26])=[O:21])[CH2:8][C:9](=[O:19])[NH:10][C:5]=2[CH:4]=1, predict the reactants needed to synthesize it. The reactants are: [CH3:1][O:2][C:3]1[CH:39]=[N:38][C:6]2[N:7]([C:20]([NH:22][CH:23]([C:27]3[CH:32]=[CH:31][C:30]([O:33][C:34]([F:37])([F:36])[F:35])=[CH:29][CH:28]=3)[CH2:24][O:25][CH3:26])=[O:21])[CH2:8][C:9](=[O:19])[N:10](COCC[Si](C)(C)C)[C:5]=2[CH:4]=1.FC(F)(F)C(O)=O.